This data is from Catalyst prediction with 721,799 reactions and 888 catalyst types from USPTO. The task is: Predict which catalyst facilitates the given reaction. Reactant: [CH3:1][N:2]([C:4]([N:6]=[C:7]([NH2:9])[NH2:8])=[NH:5])[CH3:3].Cl.[OH-].[Na+].[C:13]([OH:21])(=[O:20])[CH:14]([CH2:16][C:17]([OH:19])=[O:18])[OH:15].CC(C)=O. Product: [CH3:1][N:2]([C:4]([NH:6][C:7]([NH2:9])=[NH:8])=[NH:5])[CH3:3].[C:13]([O-:21])(=[O:20])[CH:14]([CH2:16][C:17]([O-:19])=[O:18])[OH:15]. The catalyst class is: 6.